Dataset: Forward reaction prediction with 1.9M reactions from USPTO patents (1976-2016). Task: Predict the product of the given reaction. Given the reactants [OH:1][CH2:2][CH2:3][C:4]1[N:5]([CH2:9][CH2:10][CH2:11][CH2:12][C:13]2[CH:18]=[CH:17][C:16]([OH:19])=[CH:15][CH:14]=2)[CH:6]=[CH:7][N:8]=1.[H-].[Na+].Cl[CH2:23][C:24]1[N:25]=[C:26](/[CH:29]=[CH:30]/[C:31]2[CH:36]=[CH:35][C:34]([Cl:37])=[CH:33][CH:32]=2)[O:27][CH:28]=1.O, predict the reaction product. The product is: [Cl:37][C:34]1[CH:35]=[CH:36][C:31](/[CH:30]=[CH:29]/[C:26]2[O:27][CH:28]=[C:24]([CH2:23][O:19][C:16]3[CH:15]=[CH:14][C:13]([CH2:12][CH2:11][CH2:10][CH2:9][N:5]4[CH:6]=[CH:7][N:8]=[C:4]4[CH2:3][CH2:2][OH:1])=[CH:18][CH:17]=3)[N:25]=2)=[CH:32][CH:33]=1.